From a dataset of Forward reaction prediction with 1.9M reactions from USPTO patents (1976-2016). Predict the product of the given reaction. (1) Given the reactants CN1C=C(C2NC3=NC=CC(C4C=CC(C5(NC(C6OC(C(C)(C)C)=NN=6)=O)CC5)=CC=4)=C3N=2)C=N1.[Br:37][C:38]1[CH:43]=[CH:42][C:41]([C:44]([NH2:47])([CH3:46])[CH3:45])=[C:40]([F:48])[CH:39]=1.[C:49]([C:53]1[N:57]=[C:56]([C:58](O)=[O:59])[O:55][N:54]=1)([CH3:52])([CH3:51])[CH3:50].CCCP(=O)=O.CN(C=O)C.CCN(C(C)C)C(C)C.C(Cl)Cl, predict the reaction product. The product is: [Br:37][C:38]1[CH:43]=[CH:42][C:41]([C:44]([NH:47][C:58]([C:56]2[O:55][N:54]=[C:53]([C:49]([CH3:52])([CH3:51])[CH3:50])[N:57]=2)=[O:59])([CH3:46])[CH3:45])=[C:40]([F:48])[CH:39]=1. (2) Given the reactants Cl[C:2]1[CH:7]=[C:6]([Cl:8])[N:5]=[C:4]([S:9][CH3:10])[N:3]=1.[CH:11]([N:14](CC)[CH:15](C)C)(C)C.C(N(CC)CC)C.Cl.CNC, predict the reaction product. The product is: [Cl:8][C:6]1[N:5]=[C:4]([S:9][CH3:10])[N:3]=[C:2]([N:14]([CH3:15])[CH3:11])[CH:7]=1. (3) The product is: [CH3:1][O:2][C:3]1[CH:8]=[CH:7][C:6]([O:9][CH3:10])=[CH:5][C:4]=1[C:11]1[C:19]2[O:18][CH:17]([CH2:20][NH:35][CH3:34])[CH2:16][C:15]=2[CH:14]=[C:13]([O:32][CH3:33])[CH:12]=1. Given the reactants [CH3:1][O:2][C:3]1[CH:8]=[CH:7][C:6]([O:9][CH3:10])=[CH:5][C:4]=1[C:11]1[C:19]2[O:18][CH:17]([CH2:20]OS(C3C=CC(C)=CC=3)(=O)=O)[CH2:16][C:15]=2[CH:14]=[C:13]([O:32][CH3:33])[CH:12]=1.[CH3:34][NH2:35], predict the reaction product. (4) Given the reactants [NH:1]([C:14]([O:16]C(C)(C)C)=[O:15])[C@@H:2]([C:11]([OH:13])=O)[CH2:3][C:4]1[CH:9]=[CH:8][C:7]([Cl:10])=[CH:6][CH:5]=1.[NH:21]1[CH2:26][CH2:25][NH:24][CH2:23][CH2:22]1.C1C=CC2N(O)N=NC=2C=1.CCN=C=NCCCN(C)C, predict the reaction product. The product is: [Cl:10][C:7]1[CH:6]=[CH:5][C:4]([CH2:3][CH:2]([NH:1][C:14](=[O:15])[OH:16])[C:11](=[O:13])[N:21]2[CH2:26][CH2:25][NH:24][CH2:23][CH2:22]2)=[CH:9][CH:8]=1. (5) The product is: [CH3:17][O:16][C:13]1[CH:14]=[CH:15][C:10]([CH2:9][N:8]2[CH2:2][CH2:3][C:4]3[C:5](=[CH:18][CH:19]=[N:20][CH:21]=3)[C:6]2=[O:7])=[CH:11][CH:12]=1. Given the reactants O[CH2:2][CH2:3][C:4]1[CH:21]=[N:20][CH:19]=[CH:18][C:5]=1[C:6]([NH:8][CH2:9][C:10]1[CH:15]=[CH:14][C:13]([O:16][CH3:17])=[CH:12][CH:11]=1)=[O:7].C1C=CC(P(C2C=CC=CC=2)C2C=CC=CC=2)=CC=1.CCOC(/N=N/C(OCC)=O)=O, predict the reaction product. (6) Given the reactants [CH3:1][N:2]1[C:6]([CH3:7])=[C:5](B2OC(C)(C)C(C)(C)O2)[C:4]([CH3:17])=[N:3]1.Br[C:19]1[C:20]([Cl:35])=[C:21]([NH:27][C:28](=[O:34])[O:29][C:30]([CH3:33])([CH3:32])[CH3:31])[CH:22]=[C:23]([C:25]#[N:26])[CH:24]=1.P(=O)(O)(O)O.[K], predict the reaction product. The product is: [Cl:35][C:20]1[C:19]([C:5]2[C:4]([CH3:17])=[N:3][N:2]([CH3:1])[C:6]=2[CH3:7])=[CH:24][C:23]([C:25]#[N:26])=[CH:22][C:21]=1[NH:27][C:28](=[O:34])[O:29][C:30]([CH3:32])([CH3:31])[CH3:33]. (7) Given the reactants [NH:1]1[CH:5]=[CH:4][N:3]=[C:2]1[CH2:6][NH:7][C:8]1[CH:13]=[CH:12][CH:11]=[CH:10][CH:9]=1.CO[C:16]([CH3:18])=[CH2:17].FC(F)(F)C(O)=O.C(O[BH-](OC(=O)C)OC(=O)C)(=O)C.[Na+], predict the reaction product. The product is: [NH:1]1[CH:5]=[CH:4][N:3]=[C:2]1[CH2:6][N:7]([CH:16]([CH3:18])[CH3:17])[C:8]1[CH:9]=[CH:10][CH:11]=[CH:12][CH:13]=1.